The task is: Regression. Given two drug SMILES strings and cell line genomic features, predict the synergy score measuring deviation from expected non-interaction effect.. This data is from NCI-60 drug combinations with 297,098 pairs across 59 cell lines. Drug 2: CN(C(=O)NC(C=O)C(C(C(CO)O)O)O)N=O. Synergy scores: CSS=1.84, Synergy_ZIP=-1.43, Synergy_Bliss=-0.997, Synergy_Loewe=-4.05, Synergy_HSA=-3.53. Drug 1: CCCCCOC(=O)NC1=NC(=O)N(C=C1F)C2C(C(C(O2)C)O)O. Cell line: HS 578T.